From a dataset of Full USPTO retrosynthesis dataset with 1.9M reactions from patents (1976-2016). Predict the reactants needed to synthesize the given product. (1) Given the product [C:21]([N:9]1[C:10]2[C:6](=[CH:5][C:4]([C:1](=[O:3])[CH3:2])=[CH:12][CH:11]=2)[C:7](=[C:18]([O:17][CH3:14])[CH3:19])[C:8]1=[O:13])(=[O:23])[CH3:22], predict the reactants needed to synthesize it. The reactants are: [C:1]([C:4]1[CH:5]=[C:6]2[C:10](=[CH:11][CH:12]=1)[NH:9][C:8](=[O:13])[CH2:7]2)(=[O:3])[CH3:2].[C:14]([O:17][C:18](=O)[CH3:19])(=O)C.[C:21](OC)(OC)([O:23]C)[CH3:22]. (2) The reactants are: [CH:1]1([CH2:6][OH:7])[CH2:5][CH2:4][CH2:3][CH2:2]1.[CH3:8][S:9](Cl)(=[O:11])=[O:10].C(N(CC)CC)C. Given the product [CH3:8][S:9]([O:7][CH2:6][CH:1]1[CH2:5][CH2:4][CH2:3][CH2:2]1)(=[O:11])=[O:10], predict the reactants needed to synthesize it.